This data is from TCR-epitope binding with 47,182 pairs between 192 epitopes and 23,139 TCRs. The task is: Binary Classification. Given a T-cell receptor sequence (or CDR3 region) and an epitope sequence, predict whether binding occurs between them. (1) The epitope is KLSALGINAV. The TCR CDR3 sequence is CASSAGQESYEQYF. Result: 0 (the TCR does not bind to the epitope). (2) The epitope is VLAWLYAAV. The TCR CDR3 sequence is CASSSGTGGKDTQYF. Result: 1 (the TCR binds to the epitope). (3) Result: 1 (the TCR binds to the epitope). The TCR CDR3 sequence is CASSPGTASTDTQYF. The epitope is NLVPMVATV. (4) The epitope is FRYMNSQGL. The TCR CDR3 sequence is CSVEDLDGSFVGEQFF. Result: 0 (the TCR does not bind to the epitope). (5) The epitope is CTELKLSDY. The TCR CDR3 sequence is CASFEGVGLGEAFF. Result: 0 (the TCR does not bind to the epitope). (6) The epitope is ATDALMTGY. The TCR CDR3 sequence is CATRGTVINTGELFF. Result: 1 (the TCR binds to the epitope). (7) The epitope is TLVPQEHYV. The TCR CDR3 sequence is CATRRTTGISYNEQFF. Result: 1 (the TCR binds to the epitope).